This data is from Reaction yield outcomes from USPTO patents with 853,638 reactions. The task is: Predict the reaction yield, written as a fraction of the theoretical maximum amount of product (1.0 means a 100% yield; for example, 0.34 means a 34% yield). (1) The reactants are [OH:1][NH:2][C:3](=[O:17])[C@@H:4]([NH:9]C(=O)OC(C)(C)C)[CH2:5][CH2:6][S:7][CH3:8].[ClH:18].O1CCOCC1. No catalyst specified. The product is [ClH:18].[NH2:9][C@@H:4]([CH2:5][CH2:6][S:7][CH3:8])[C:3]([NH:2][OH:1])=[O:17].[ClH:18].[OH:1][NH:2][C:3]([CH:4]([NH2:9])[CH2:5][CH2:6][S:7][CH3:8])=[O:17]. The yield is 0.800. (2) The reactants are [CH2:1]1[C@@H:5]2[CH:6]3[C:11](=[O:12])[O:10][C:8](=[O:9])[CH:7]3[C@H:2]1[CH:3]=[CH:4]2.C1(C)C=CC=CC=1.COC1C=CC2N=CC=C([C@H](O)[C@@H]3N4C[C@H](C=C)C(CC4)C3)C=2C=1.[CH3:44][OH:45]. The catalyst is C(Cl)(Cl)(Cl)Cl. The product is [CH3:44][O:45][C:11]([C@H:6]1[C@@H:5]2[CH2:1][C@@H:2]([CH:3]=[CH:4]2)[C@H:7]1[C:8]([OH:10])=[O:9])=[O:12]. The yield is 0.940. (3) The reactants are [C:1]1([CH2:7][C:8]([NH:10][C:11]([NH:13][C:14]2[CH:19]=[CH:18][C:17]([O:20][C:21]3[N:29]=[CH:28][N:27]=[C:26]4[C:22]=3[N:23]=[CH:24][N:25]4C3CCCCO3)=[CH:16][CH:15]=2)=[S:12])=[O:9])[CH:6]=[CH:5][CH:4]=[CH:3][CH:2]=1.Cl.CCOCC. The catalyst is O1CCOCC1. The product is [C:1]1([CH2:7][C:8]([NH:10][C:11]([NH:13][C:14]2[CH:15]=[CH:16][C:17]([O:20][C:21]3[N:29]=[CH:28][N:27]=[C:26]4[C:22]=3[N:23]=[CH:24][NH:25]4)=[CH:18][CH:19]=2)=[S:12])=[O:9])[CH:6]=[CH:5][CH:4]=[CH:3][CH:2]=1. The yield is 0.650.